From a dataset of Catalyst prediction with 721,799 reactions and 888 catalyst types from USPTO. Predict which catalyst facilitates the given reaction. The catalyst class is: 2. Reactant: Cl.[N:2]1[CH:7]=[CH:6][CH:5]=[CH:4][C:3]=1[C:8](Cl)=[O:9].[CH3:11][NH:12][O:13][CH3:14]. Product: [CH3:14][O:13][N:12]([CH3:11])[C:8]([C:3]1[CH:4]=[CH:5][CH:6]=[CH:7][N:2]=1)=[O:9].